Dataset: Full USPTO retrosynthesis dataset with 1.9M reactions from patents (1976-2016). Task: Predict the reactants needed to synthesize the given product. (1) Given the product [F:11][C:12]1[CH:46]=[CH:45][CH:44]=[CH:43][C:13]=1[CH2:14][N:15]1[CH:24]([C:25]([N:27]2[CH2:36][CH2:35][C:34]3[C:29](=[CH:30][C:31]([O:39][CH3:40])=[C:32]([O:37][CH3:38])[CH:33]=3)[C@H:28]2[CH:41]=[O:42])=[O:26])[CH2:23][C:22]2[C:17](=[CH:18][CH:19]=[CH:20][CH:21]=2)[CH2:16]1, predict the reactants needed to synthesize it. The reactants are: C(Cl)(=O)C(Cl)=O.CS(C)=O.[F:11][C:12]1[CH:46]=[CH:45][CH:44]=[CH:43][C:13]=1[CH2:14][N:15]1[CH:24]([C:25]([N:27]2[CH2:36][CH2:35][C:34]3[C:29](=[CH:30][C:31]([O:39][CH3:40])=[C:32]([O:37][CH3:38])[CH:33]=3)[C@H:28]2[CH2:41][OH:42])=[O:26])[CH2:23][C:22]2[C:17](=[CH:18][CH:19]=[CH:20][CH:21]=2)[CH2:16]1. (2) Given the product [CH:1]1([C:6]2[NH:11][C:10](=[O:12])[C:9]3=[C:13]([CH2:14][CH3:15])[N:16]=[C:17]([CH:19]4[CH2:24][CH2:23][N:22]([C:25]([O:27][CH2:28][C:29]5[CH:34]=[CH:33][CH:32]=[CH:31][CH:30]=5)=[O:26])[CH2:21][CH2:20]4)[N:8]3[N:7]=2)[CH2:5][CH2:4][CH2:3][CH2:2]1, predict the reactants needed to synthesize it. The reactants are: [CH:1]1([C:6]2[NH:11][C:10](=[O:12])[C:9]([CH:13]([NH:16][C:17]([CH:19]3[CH2:24][CH2:23][N:22]([C:25]([O:27][CH2:28][C:29]4[CH:34]=[CH:33][CH:32]=[CH:31][CH:30]=4)=[O:26])[CH2:21][CH2:20]3)=O)[CH2:14][CH3:15])=[N:8][N:7]=2)[CH2:5][CH2:4][CH2:3][CH2:2]1.P(Cl)(Cl)(Cl)=O. (3) Given the product [C:13]([C:10]1[CH:11]=[CH:12][C:7]([N:6]2[C:4](=[O:5])[C:3]3[C:2](=[CH:20][CH:19]=[CH:18][CH:17]=3)[N:1]=[C:47]2[C:46]2[CH:49]=[C:50]([CH3:51])[C:43]([O:42][CH2:41][CH2:40][OH:39])=[C:44]([CH3:52])[CH:45]=2)=[CH:8][CH:9]=1)([CH3:16])([CH3:15])[CH3:14], predict the reactants needed to synthesize it. The reactants are: [NH2:1][C:2]1[CH:20]=[CH:19][CH:18]=[CH:17][C:3]=1[C:4]([NH:6][C:7]1[CH:12]=[CH:11][C:10]([C:13]([CH3:16])([CH3:15])[CH3:14])=[CH:9][CH:8]=1)=[O:5].C(C1C=CC(N)=CC=1)(C)(C)C.[Si]([O:39][CH2:40][CH2:41][O:42][C:43]1[C:50]([CH3:51])=[CH:49][C:46]([CH:47]=O)=[CH:45][C:44]=1[CH3:52])(C(C)(C)C)(C)C.CC1C=CC(S(O)(=O)=O)=CC=1.OS([O-])=O.[Na+]. (4) Given the product [CH3:1][O:2][C:3]1[CH:4]=[CH:5][C:6]([CH:9]2[CH2:13][CH2:12][CH:11]([OH:14])[CH2:10]2)=[CH:7][CH:8]=1, predict the reactants needed to synthesize it. The reactants are: [CH3:1][O:2][C:3]1[CH:8]=[CH:7][C:6]([CH:9]2[CH2:13][CH2:12][C:11](=[O:14])[CH2:10]2)=[CH:5][CH:4]=1.[BH4-].[Na+]. (5) Given the product [Br:1][C:2]1[CH:7]=[CH:6][C:5]([C:8]2[CH2:13][CH2:12][CH:11]([CH2:14][CH2:15][CH3:16])[CH2:10][CH:9]=2)=[C:4]([F:18])[CH:3]=1, predict the reactants needed to synthesize it. The reactants are: [Br:1][C:2]1[CH:7]=[CH:6][C:5]([C:8]2(O)[CH2:13][CH2:12][CH:11]([CH2:14][CH2:15][CH3:16])[CH2:10][CH2:9]2)=[C:4]([F:18])[CH:3]=1.CC1C=CC(S(O)(=O)=O)=CC=1. (6) The reactants are: Cl[C:2]1[N:3]=[C:4]([N:15]2[CH2:20][CH2:19][O:18][CH2:17][CH2:16]2)[C:5]2[CH2:6][C@@H:7]3[N:12]([C:13]=2[N:14]=1)[CH2:11][CH2:10][O:9][CH2:8]3.CC1(C)C(C)(C)OB([C:29]2[CH:30]=[N:31][C:32]([NH2:35])=[N:33][CH:34]=2)O1.[O-]P([O-])([O-])=O.[K+].[K+].[K+].O1CCOCC1. Given the product [O:18]1[CH2:19][CH2:20][N:15]([C:4]2[C:5]3[CH2:6][C@@H:7]4[N:12]([C:13]=3[N:14]=[C:2]([C:29]3[CH:30]=[N:31][C:32]([NH2:35])=[N:33][CH:34]=3)[N:3]=2)[CH2:11][CH2:10][O:9][CH2:8]4)[CH2:16][CH2:17]1, predict the reactants needed to synthesize it. (7) Given the product [C:5]1([S:2]([CH2:1][C:21]([C:20]2[CH:19]=[CH:23][CH:12]=[CH:11][N:14]=2)=[O:22])(=[O:4])=[O:3])[CH:10]=[CH:9][CH:8]=[CH:7][CH:6]=1, predict the reactants needed to synthesize it. The reactants are: [CH3:1][S:2]([C:5]1[CH:10]=[CH:9][CH:8]=[CH:7][CH:6]=1)(=[O:4])=[O:3].[CH:11]([NH:14]C(C)C)(C)[CH3:12].[Li].[CH2:19]1[CH2:23][O:22][CH2:21][CH2:20]1.